Predict the product of the given reaction. From a dataset of Forward reaction prediction with 1.9M reactions from USPTO patents (1976-2016). (1) Given the reactants [OH:1][C:2]1[CH:11]=[CH:10][C:5]([C:6]([O:8][CH3:9])=[O:7])=[CH:4][C:3]=1[C:12]#[C:13][Si](C)(C)C.C(NC(C)C)(C)C, predict the reaction product. The product is: [O:1]1[C:2]2[CH:11]=[CH:10][C:5]([C:6]([O:8][CH3:9])=[O:7])=[CH:4][C:3]=2[CH:12]=[CH:13]1. (2) Given the reactants [Cl:1][C:2]1[CH:33]=[CH:32][C:5]([CH2:6][NH:7][C:8]([C:10]2[C:11](=[O:31])[C:12]3[CH:19]=[C:18]([C:20]#[C:21][CH2:22][CH:23]([OH:30])[C:24]4[CH:29]=[CH:28][CH:27]=[CH:26][CH:25]=4)[O:17][C:13]=3[N:14]([CH3:16])[CH:15]=2)=[O:9])=[CH:4][CH:3]=1, predict the reaction product. The product is: [Cl:1][C:2]1[CH:3]=[CH:4][C:5]([CH2:6][NH:7][C:8]([C:10]2[C:11](=[O:31])[C:12]3[CH:19]=[C:18]([CH2:20][CH2:21][CH2:22][CH:23]([OH:30])[C:24]4[CH:25]=[CH:26][CH:27]=[CH:28][CH:29]=4)[O:17][C:13]=3[N:14]([CH3:16])[CH:15]=2)=[O:9])=[CH:32][CH:33]=1. (3) Given the reactants [F:1][C:2]1[C:12]([C:13](O)=[O:14])=[CH:11][C:5]2[NH:6][C:7](=[O:10])[CH2:8][S:9][C:4]=2[CH:3]=1.C(N(CC)CC)C.ClC(OCC(C)C)=O, predict the reaction product. The product is: [F:1][C:2]1[C:12]([CH2:13][OH:14])=[CH:11][C:5]2[NH:6][C:7](=[O:10])[CH2:8][S:9][C:4]=2[CH:3]=1. (4) Given the reactants F[C:2]1[CH:19]=[CH:18][C:17]([I:20])=[CH:16][C:3]=1[CH:4]=[N:5][NH:6][C:7]1[CH:15]=[CH:14][C:10]([C:11]([OH:13])=[O:12])=[CH:9][CH:8]=1.CC(C)([O-])C.[K+].Cl, predict the reaction product. The product is: [I:20][C:17]1[CH:16]=[C:3]2[C:2](=[CH:19][CH:18]=1)[N:6]([C:7]1[CH:15]=[CH:14][C:10]([C:11]([OH:13])=[O:12])=[CH:9][CH:8]=1)[N:5]=[CH:4]2. (5) Given the reactants Cl.[CH3:2][O:3][C:4](=[O:12])[CH:5]([NH2:11])[CH2:6][C:7]([F:10])([F:9])[F:8].C(N(CC)CC)C.[Br:20][C:21]1[CH:26]=[CH:25][C:24]([C:27](=O)[CH2:28][S:29][C:30]#[N:31])=[CH:23][CH:22]=1, predict the reaction product. The product is: [Br:20][C:21]1[CH:26]=[CH:25][C:24]([C:27]2[N:31]=[C:30]([NH:11][CH:5]([CH2:6][C:7]([F:9])([F:8])[F:10])[C:4]([O:3][CH3:2])=[O:12])[S:29][CH:28]=2)=[CH:23][CH:22]=1. (6) The product is: [OH:1][C@@H:2]1[CH2:10][C@@H:5]2[O:6][CH:7]([OH:9])[CH2:8][C@@H:4]2[C@H:3]1[CH2:11][CH2:12][C@@H:13]([OH:22])[CH2:14][CH2:15][C:16]1[CH:17]=[CH:18][CH:19]=[CH:20][CH:21]=1. Given the reactants [OH:1][C@@H:2]1[CH2:10][C@@H:5]2[O:6][CH:7]([OH:9])[CH2:8][C@@H:4]2[C@H:3]1[CH2:11][CH2:12][C@@H:13]([O:22]C1CCCCO1)[CH2:14][CH2:15][C:16]1[CH:21]=[CH:20][CH:19]=[CH:18][CH:17]=1.C(O)(=O)C.C1COCC1.[OH-].[K+], predict the reaction product.